This data is from Forward reaction prediction with 1.9M reactions from USPTO patents (1976-2016). The task is: Predict the product of the given reaction. (1) The product is: [CH3:24][O:23][CH2:22][CH2:21][O:20][C:16]1[CH:17]=[C:18]2[C:13](=[C:14]([N:25]([CH3:35])[S:26]([C:29]3[CH:34]=[CH:33][CH:32]=[CH:31][N:30]=3)(=[O:28])=[O:27])[CH:15]=1)[NH:12][C:11]([C:9]1[S:10][CH:6]([CH2:5][C:4]([OH:36])=[O:3])[CH2:7][N:8]=1)=[CH:19]2. Given the reactants C([O:3][C:4](=[O:36])[CH2:5][CH:6]1[S:10][C:9]([C:11]2[NH:12][C:13]3[C:18]([CH:19]=2)=[CH:17][C:16]([O:20][CH2:21][CH2:22][O:23][CH3:24])=[CH:15][C:14]=3[N:25]([CH3:35])[S:26]([C:29]2[CH:34]=[CH:33][CH:32]=[CH:31][N:30]=2)(=[O:28])=[O:27])=[N:8][CH2:7]1)C.[OH-].[Na+].O1CCCC1.Cl, predict the reaction product. (2) Given the reactants [NH:1]1[C:5]2([CH2:9][CH2:8][CH2:7][CH2:6]2)[CH2:4][CH2:3][C:2]1=[N:10][C:11]1[CH:16]=[CH:15][C:14]([N+:17]([O-:19])=[O:18])=[CH:13][C:12]=1[CH3:20].C(=O)([O-])[O-].[Cs+].[Cs+].[CH2:27](Br)[CH:28]([CH3:30])[CH3:29].CN(C)C=O, predict the reaction product. The product is: [CH2:27]([N:1]1[C:5]2([CH2:9][CH2:8][CH2:7][CH2:6]2)[CH2:4][CH2:3][C:2]1=[N:10][C:11]1[CH:16]=[CH:15][C:14]([N+:17]([O-:19])=[O:18])=[CH:13][C:12]=1[CH3:20])[CH:28]([CH3:30])[CH3:29]. (3) Given the reactants [NH2:1][CH2:2][CH2:3][O:4][C:5]1[C:10]([CH3:11])=[CH:9][C:8]([C:12]2[NH:13][C:14](=[O:26])[C:15]3[C:21]([O:22][CH3:23])=[CH:20][C:19]([O:24][CH3:25])=[N:18][C:16]=3[N:17]=2)=[CH:7][C:6]=1[CH3:27].[C:28](Cl)(=[O:30])[CH3:29], predict the reaction product. The product is: [CH3:23][O:22][C:21]1[C:15]2[C:14](=[O:26])[NH:13][C:12]([C:8]3[CH:9]=[C:10]([CH3:11])[C:5]([O:4][CH2:3][CH2:2][NH:1][C:28](=[O:30])[CH3:29])=[C:6]([CH3:27])[CH:7]=3)=[N:17][C:16]=2[N:18]=[C:19]([O:24][CH3:25])[CH:20]=1. (4) Given the reactants [NH2:1][C:2]1[S:3][C:4]([C:13]([NH:15][NH2:16])=[O:14])=[C:5]([C:7]2[CH:12]=[CH:11][CH:10]=[CH:9][CH:8]=2)[N:6]=1.C(N(CC)CC)C.[C:24](N1C=CN=C1)(N1C=CN=C1)=[O:25], predict the reaction product. The product is: [NH2:1][C:2]1[S:3][C:4]([C:13]2[O:14][C:24](=[O:25])[NH:16][N:15]=2)=[C:5]([C:7]2[CH:12]=[CH:11][CH:10]=[CH:9][CH:8]=2)[N:6]=1. (5) Given the reactants [C:1]([O:5][C:6]([N:8]1[CH2:38][CH2:37][C:11]2[N:12]=[C:13]([N:26]3[CH2:31][CH2:30][CH:29]([C:32]([O:34]CC)=[O:33])[CH2:28][CH2:27]3)[N:14]=[C:15]([NH:16][CH2:17][C:18]3[CH:23]=[CH:22][C:21]([F:24])=[CH:20][C:19]=3[Cl:25])[C:10]=2[CH2:9]1)=[O:7])([CH3:4])([CH3:3])[CH3:2].[OH-].[Na+].O, predict the reaction product. The product is: [C:1]([O:5][C:6]([N:8]1[CH2:38][CH2:37][C:11]2[N:12]=[C:13]([N:26]3[CH2:27][CH2:28][CH:29]([C:32]([OH:34])=[O:33])[CH2:30][CH2:31]3)[N:14]=[C:15]([NH:16][CH2:17][C:18]3[CH:23]=[CH:22][C:21]([F:24])=[CH:20][C:19]=3[Cl:25])[C:10]=2[CH2:9]1)=[O:7])([CH3:4])([CH3:2])[CH3:3].